From a dataset of Forward reaction prediction with 1.9M reactions from USPTO patents (1976-2016). Predict the product of the given reaction. (1) Given the reactants C([O:4][C@@H:5]([CH3:41])[C:6]([NH:8][CH2:9][C@@H:10]1[CH2:15][O:14][C@@H:13]([C@H:16]2[O:20][N:19]=[C:18]([C:21]3[CH:26]=[C:25]([C:27](=[O:39])[NH:28][CH2:29][C:30]4[CH:35]=[CH:34][C:33]([F:36])=[C:32]([O:37][CH3:38])[CH:31]=4)[N:24]=[C:23]([CH3:40])[N:22]=3)[CH2:17]2)[CH2:12][O:11]1)=[O:7])(=O)C.[OH-].[Li+], predict the reaction product. The product is: [F:36][C:33]1[CH:34]=[CH:35][C:30]([CH2:29][NH:28][C:27]([C:25]2[CH:26]=[C:21]([C:18]3[CH2:17][C@@H:16]([C@H:13]4[CH2:12][O:11][C@H:10]([CH2:9][NH:8][C:6](=[O:7])[C@@H:5]([OH:4])[CH3:41])[CH2:15][O:14]4)[O:20][N:19]=3)[N:22]=[C:23]([CH3:40])[N:24]=2)=[O:39])=[CH:31][C:32]=1[O:37][CH3:38]. (2) Given the reactants [NH2:1][C:2]1[N:7]=[C:6](S(C)=O)[C:5]([C:11]#[N:12])=[C:4]([C:13]2[S:14][CH:15]=[CH:16][CH:17]=2)[N:3]=1.[CH3:18][O:19][C:20]1[CH:25]=[CH:24][C:23]([CH2:26][CH2:27][NH2:28])=[CH:22][CH:21]=1, predict the reaction product. The product is: [NH2:1][C:2]1[N:7]=[C:6]([NH:28][CH2:27][CH2:26][C:23]2[CH:24]=[CH:25][C:20]([O:19][CH3:18])=[CH:21][CH:22]=2)[C:5]([C:11]#[N:12])=[C:4]([C:13]2[S:14][CH:15]=[CH:16][CH:17]=2)[N:3]=1.